This data is from Reaction yield outcomes from USPTO patents with 853,638 reactions. The task is: Predict the reaction yield, written as a fraction of the theoretical maximum amount of product (1.0 means a 100% yield; for example, 0.34 means a 34% yield). (1) The reactants are [F:1][C:2]1([F:30])[CH2:7][CH2:6][N:5]([C:8]([C:10]2[NH:11][C:12]3[C:17]([CH:18]=2)=[CH:16][C:15]([C:19]([N:21]2[CH2:26][CH2:25][N:24]([CH:27]([CH3:29])[CH3:28])[CH2:23][CH2:22]2)=[O:20])=[CH:14][CH:13]=3)=[O:9])[CH2:4][CH2:3]1.[CH3:31][O:32][C:33]1[CH:38]=[CH:37][C:36](B(O)O)=[CH:35][CH:34]=1.N1C=CC=CC=1. The catalyst is ClCCl.C([O-])(=O)C.[Cu+2].C([O-])(=O)C. The product is [F:30][C:2]1([F:1])[CH2:7][CH2:6][N:5]([C:8]([C:10]2[N:11]([C:36]3[CH:37]=[CH:38][C:33]([O:32][CH3:31])=[CH:34][CH:35]=3)[C:12]3[C:17]([CH:18]=2)=[CH:16][C:15]([C:19]([N:21]2[CH2:22][CH2:23][N:24]([CH:27]([CH3:28])[CH3:29])[CH2:25][CH2:26]2)=[O:20])=[CH:14][CH:13]=3)=[O:9])[CH2:4][CH2:3]1. The yield is 0.410. (2) The reactants are [N:1]1[CH:6]=[CH:5][CH:4]=[C:3]([C:7]2[S:8][CH:9]=[C:10]([C:12]([O:14][CH2:15][CH3:16])=[O:13])[N:11]=2)[CH:2]=1.C[Si]([N-][Si](C)(C)C)(C)C.[K+].[Br:27]N1C(=O)CCC1=O. The catalyst is O1CCCC1. The product is [Br:27][C:9]1[S:8][C:7]([C:3]2[CH:2]=[N:1][CH:6]=[CH:5][CH:4]=2)=[N:11][C:10]=1[C:12]([O:14][CH2:15][CH3:16])=[O:13]. The yield is 0.520. (3) The reactants are [CH:1]([N:4]1[C:8]([C:9]2[N:18]=[C:17]3[N:11]([CH2:12][CH2:13][O:14][C:15]4[CH:22]=[C:21]([CH:23]5[CH2:28][CH2:27][N:26]([C:29]([CH3:33])([CH3:32])[C:30]#[N:31])[CH2:25][CH2:24]5)[CH:20]=[CH:19][C:16]=43)[CH:10]=2)=[N:7][CH:6]=[N:5]1)([CH3:3])[CH3:2].S(=O)(=O)(O)[OH:35].C(=O)([O-])[O-].[Na+].[Na+]. No catalyst specified. The product is [CH:1]([N:4]1[C:8]([C:9]2[N:18]=[C:17]3[C:16]4[CH:19]=[CH:20][C:21]([CH:23]5[CH2:28][CH2:27][N:26]([C:29]([CH3:33])([CH3:32])[C:30]([NH2:31])=[O:35])[CH2:25][CH2:24]5)=[CH:22][C:15]=4[O:14][CH2:13][CH2:12][N:11]3[CH:10]=2)=[N:7][CH:6]=[N:5]1)([CH3:3])[CH3:2]. The yield is 0.600. (4) The reactants are [CH:1]([C:4]1[C:12]([CH:13]=O)=[C:7]2[CH:8]=[CH:9][CH:10]=[CH:11][N:6]2[N:5]=1)([CH3:3])[CH3:2].Cl.[NH2:16][NH:17][C:18]([NH2:20])=[O:19].C(N(CC)CC)C. The catalyst is CO. The product is [CH:1]([C:4]1[C:12](/[CH:13]=[N:16]/[NH:17][C:18]([NH2:20])=[O:19])=[C:7]2[CH:8]=[CH:9][CH:10]=[CH:11][N:6]2[N:5]=1)([CH3:2])[CH3:3]. The yield is 0.700.